Dataset: Forward reaction prediction with 1.9M reactions from USPTO patents (1976-2016). Task: Predict the product of the given reaction. (1) Given the reactants [F:1][C:2]1[CH:7]=[C:6]([C:8](=[N:18]O)[C:9]([C:11]2[CH:16]=[CH:15][C:14]([F:17])=[CH:13][CH:12]=2)=[O:10])[CH:5]=[CH:4][N:3]=1.C(O)(C)C.[ClH:24], predict the reaction product. The product is: [ClH:24].[NH2:18][CH:8]([C:6]1[CH:5]=[CH:4][N:3]=[C:2]([F:1])[CH:7]=1)[C:9]([C:11]1[CH:12]=[CH:13][C:14]([F:17])=[CH:15][CH:16]=1)=[O:10]. (2) Given the reactants [Cl:1][C:2]1[CH:7]=[CH:6][C:5]([C:8]2[N:12]([CH:13]([CH:16]3[CH2:21][CH2:20][CH2:19][CH2:18][CH2:17]3)[CH2:14][OH:15])[C:11]3[CH:22]=[C:23]([F:27])[C:24]([F:26])=[CH:25][C:10]=3[N:9]=2)=[CH:4][CH:3]=1.O[C:29]1[CH:38]=[CH:37][C:32]([C:33]([O:35][CH3:36])=[O:34])=[CH:31][N:30]=1.N(C(OC(C)(C)C)=O)=NC(OC(C)(C)C)=O, predict the reaction product. The product is: [CH3:36][O:35][C:33](=[O:34])[C:32]1[CH:37]=[CH:38][C:29]([O:15][CH2:14][CH:13]([N:12]2[C:11]3[CH:22]=[C:23]([F:27])[C:24]([F:26])=[CH:25][C:10]=3[N:9]=[C:8]2[C:5]2[CH:6]=[CH:7][C:2]([Cl:1])=[CH:3][CH:4]=2)[CH:16]2[CH2:17][CH2:18][CH2:19][CH2:20][CH2:21]2)=[N:30][CH:31]=1. (3) The product is: [F:30][C:26]1[CH:27]=[C:28]2[C:23](=[CH:24][C:25]=1[F:31])[N:22]([C:10](=[O:12])[CH2:9][C:5]1[NH:6][C:7](=[O:8])[C:2]([F:1])=[C:3]([N:13]3[CH2:18][CH2:17][O:16][CH2:15][CH2:14]3)[N:4]=1)[CH:21]([CH3:20])[CH2:29]2. Given the reactants [F:1][C:2]1[C:7](=[O:8])[NH:6][C:5]([CH2:9][C:10]([O-:12])=O)=[N:4][C:3]=1[N:13]1[CH2:18][CH2:17][O:16][CH2:15][CH2:14]1.[Na+].[CH3:20][CH:21]1[CH2:29][C:28]2[C:23](=[CH:24][C:25]([F:31])=[C:26]([F:30])[CH:27]=2)[NH:22]1, predict the reaction product.